This data is from Forward reaction prediction with 1.9M reactions from USPTO patents (1976-2016). The task is: Predict the product of the given reaction. (1) The product is: [OH:19][C:20]1[C:27]([CH3:28])=[CH:26][C:23]([CH:24]=[CH:15][C:14]([C:12]2[S:13][C:9]([C:6]3[CH:5]=[CH:4][C:3]([C:2]([F:17])([F:1])[F:18])=[CH:8][CH:7]=3)=[CH:10][CH:11]=2)=[O:16])=[CH:22][C:21]=1[CH3:29]. Given the reactants [F:1][C:2]([F:18])([F:17])[C:3]1[CH:8]=[CH:7][C:6]([C:9]2[S:13][C:12]([C:14](=[O:16])[CH3:15])=[CH:11][CH:10]=2)=[CH:5][CH:4]=1.[OH:19][C:20]1[C:27]([CH3:28])=[CH:26][C:23]([CH:24]=O)=[CH:22][C:21]=1[CH3:29], predict the reaction product. (2) Given the reactants Br[C:2]1[CH:7]=[CH:6][N:5]([C:8]2[CH:9]=[CH:10][C:11]3[N:12]([C:14]([CH3:20])=[C:15]([CH:17]4[CH2:19][CH2:18]4)[N:16]=3)[CH:13]=2)[C:4](=[O:21])[CH:3]=1.[F:22][C:23]1[S:27][C:26]([CH2:28][OH:29])=[CH:25][CH:24]=1.CC(C)([O-])C.[K+], predict the reaction product. The product is: [CH:17]1([C:15]2[N:16]=[C:11]3[CH:10]=[CH:9][C:8]([N:5]4[CH:6]=[CH:7][C:2]([O:29][CH2:28][C:26]5[S:27][C:23]([F:22])=[CH:24][CH:25]=5)=[CH:3][C:4]4=[O:21])=[CH:13][N:12]3[C:14]=2[CH3:20])[CH2:19][CH2:18]1. (3) Given the reactants [O:1]1[CH2:5][CH2:4][CH:3]([O:6][C:7]2[CH:12]=[CH:11][C:10]([OH:13])=[CH:9][CH:8]=2)[CH2:2]1, predict the reaction product. The product is: [O:1]1[CH2:5][CH2:4][CH:3]([O:6][CH:7]2[CH2:8][CH2:9][CH:10]([OH:13])[CH2:11][CH2:12]2)[CH2:2]1. (4) Given the reactants [CH3:1][O:2][C:3](=[O:14])[C:4]1[CH:9]=[C:8]([N+:10]([O-])=O)[CH:7]=[C:6]([OH:13])[CH:5]=1.[H][H], predict the reaction product. The product is: [CH3:1][O:2][C:3](=[O:14])[C:4]1[CH:9]=[C:8]([NH2:10])[CH:7]=[C:6]([OH:13])[CH:5]=1.